This data is from CYP3A4 inhibition data for predicting drug metabolism from PubChem BioAssay. The task is: Regression/Classification. Given a drug SMILES string, predict its absorption, distribution, metabolism, or excretion properties. Task type varies by dataset: regression for continuous measurements (e.g., permeability, clearance, half-life) or binary classification for categorical outcomes (e.g., BBB penetration, CYP inhibition). Dataset: cyp3a4_veith. The drug is CCCNS(=O)(=O)c1ccc(OCC(=O)OC)cc1. The result is 0 (non-inhibitor).